Dataset: Catalyst prediction with 721,799 reactions and 888 catalyst types from USPTO. Task: Predict which catalyst facilitates the given reaction. (1) Reactant: [CH:1]1([CH2:7][N:8]2[CH:12]=[CH:11][C:10]([S:13]([NH:16][CH:17]3[CH2:19][CH2:18]3)(=[O:15])=[O:14])=[C:9]2[CH3:20])[CH2:6][CH2:5][CH2:4][CH2:3][CH2:2]1.C1C(=O)N([Br:28])C(=O)C1.O. Product: [Br:28][C:12]1[N:8]([CH2:7][CH:1]2[CH2:2][CH2:3][CH2:4][CH2:5][CH2:6]2)[C:9]([CH3:20])=[C:10]([S:13]([NH:16][CH:17]2[CH2:19][CH2:18]2)(=[O:15])=[O:14])[CH:11]=1. The catalyst class is: 1. (2) Reactant: Cl.[O:2]=[C:3]1[C:8]([C:9]([O:11][CH3:12])=[O:10])=[CH:7][CH:6]=[CH:5][NH:4]1.[CH3:13][CH:14](Br)[C:15]1[CH:20]=[CH:19][CH:18]=[CH:17][CH:16]=1.[H-].[Na+]. Product: [O:2]=[C:3]1[C:8]([C:9]([O:11][CH3:12])=[O:10])=[CH:7][CH:6]=[CH:5][N:4]1[CH:14]([C:15]1[CH:20]=[CH:19][CH:18]=[CH:17][CH:16]=1)[CH3:13]. The catalyst class is: 3. (3) Reactant: [CH:1]1([N:5]2[CH2:10][CH2:9][CH:8]([O:11][C:12]3[CH:17]=[CH:16][C:15]([N:18]4[CH:22]=[C:21]([N+:23]([O-])=O)[CH:20]=[N:19]4)=[CH:14][CH:13]=3)[CH2:7][CH2:6]2)[CH2:4][CH2:3][CH2:2]1.[CH3:26]O. Product: [CH:1]1([N:5]2[CH2:6][CH2:7][CH:8]([O:11][C:12]3[CH:17]=[CH:16][C:15]([N:18]4[CH:22]=[C:21]([NH2:23])[CH:20]=[N:19]4)=[CH:14][CH:13]=3)[CH2:9][CH2:10]2)[CH2:26][CH2:4][CH2:3][CH2:2]1. The catalyst class is: 45. (4) Reactant: [Cl:1][C:2]1[N:7]=[C:6]([C:8]2[C:13](F)=[CH:12][CH:11]=[CH:10][N:9]=2)[C:5]([S:15]CCC(OCC)=O)=[CH:4][CH:3]=1.CC([O-])(C)C.[K+]. Product: [Cl:1][C:2]1[N:7]=[C:6]2[C:8]3[C:13]([S:15][C:5]2=[CH:4][CH:3]=1)=[CH:12][CH:11]=[CH:10][N:9]=3. The catalyst class is: 1. (5) Reactant: [F:1][C:2]1[CH:3]=[C:4]([N+:13]([O-])=O)[C:5]([OH:12])=[C:6]([CH:11]=1)[C:7]([O:9][CH3:10])=[O:8].C(O)(=O)C.[H][H]. Product: [NH2:13][C:4]1[C:5]([OH:12])=[C:6]([CH:11]=[C:2]([F:1])[CH:3]=1)[C:7]([O:9][CH3:10])=[O:8]. The catalyst class is: 78. (6) Reactant: [C:1]1([C:7]2[CH:11]=[C:10]([CH2:12][CH2:13][CH:14]=O)[O:9][N:8]=2)[CH:6]=[CH:5][CH:4]=[CH:3][CH:2]=1.[F:16][C:17]([F:32])([F:31])[C:18]1[CH:30]=[CH:29][CH:28]=[CH:27][C:19]=1[CH2:20][N:21]1[CH2:26][CH2:25][NH:24][CH2:23][CH2:22]1.[BH-](OC(C)=O)(OC(C)=O)OC(C)=O.[Na+]. Product: [C:1]1([C:7]2[CH:11]=[C:10]([CH2:12][CH2:13][CH2:14][N:24]3[CH2:23][CH2:22][N:21]([CH2:20][C:19]4[CH:27]=[CH:28][CH:29]=[CH:30][C:18]=4[C:17]([F:31])([F:32])[F:16])[CH2:26][CH2:25]3)[O:9][N:8]=2)[CH:6]=[CH:5][CH:4]=[CH:3][CH:2]=1. The catalyst class is: 2. (7) Reactant: [Br:1]Br.[CH3:3][O:4][C:5](=[O:14])[C:6]([CH3:13])([CH3:12])[C:7](=[O:11])[CH2:8][CH2:9][CH3:10]. Product: [CH3:3][O:4][C:5](=[O:14])[C:6]([CH3:13])([CH3:12])[C:7](=[O:11])[CH:8]([Br:1])[CH2:9][CH3:10]. The catalyst class is: 22. (8) The catalyst class is: 98. Reactant: [OH:1][C:2]1[CH:3]=[C:4]2[C:8](=[CH:9][CH:10]=1)[CH2:7][C@H:6]([NH:11][S:12]([CH:15]([CH3:17])[CH3:16])(=[O:14])=[O:13])[CH2:5]2.[CH3:18][C:19]1[N:24]=[CH:23][C:22]([CH2:25]O)=[CH:21][CH:20]=1.C1(P(C2C=CC=CC=2)C2C=CC=CC=2)C=CC=CC=1.N(C(OC(C)C)=O)=NC(OC(C)C)=O.[ClH:60]. Product: [ClH:60].[CH3:18][C:19]1[N:24]=[CH:23][C:22]([CH2:25][O:1][C:2]2[CH:3]=[C:4]3[C:8](=[CH:9][CH:10]=2)[CH2:7][C@H:6]([NH:11][S:12]([CH:15]([CH3:17])[CH3:16])(=[O:14])=[O:13])[CH2:5]3)=[CH:21][CH:20]=1. (9) Reactant: [F:1][C:2]1[CH:7]=[CH:6][C:5]([CH2:8][C:9]([OH:11])=O)=[CH:4][C:3]=1[C:12]([F:15])([F:14])[F:13].C(Cl)(=O)C(Cl)=O.[CH2:22]([S:24]([CH2:27][CH2:28][NH:29][C@@H:30]([C:32]1[N:33]([C:43]2[CH:48]=[CH:47][C:46]([O:49][CH2:50][C:51]([F:54])([F:53])[F:52])=[CH:45][CH:44]=2)[C:34](=[O:42])[C:35]2[CH:41]=[CH:40][CH:39]=[N:38][C:36]=2[N:37]=1)[CH3:31])(=[O:26])=[O:25])[CH3:23].C(N(CC)CC)C.C(=O)(O)[O-].[Na+]. Product: [CH2:22]([S:24]([CH2:27][CH2:28][N:29]([C@@H:30]([C:32]1[N:33]([C:43]2[CH:44]=[CH:45][C:46]([O:49][CH2:50][C:51]([F:52])([F:53])[F:54])=[CH:47][CH:48]=2)[C:34](=[O:42])[C:35]2[CH:41]=[CH:40][CH:39]=[N:38][C:36]=2[N:37]=1)[CH3:31])[C:9](=[O:11])[CH2:8][C:5]1[CH:6]=[CH:7][C:2]([F:1])=[C:3]([C:12]([F:15])([F:14])[F:13])[CH:4]=1)(=[O:26])=[O:25])[CH3:23]. The catalyst class is: 174. (10) Reactant: [Cl:1][C:2]1[CH:7]=[CH:6][C:5]([C:8]2[CH:12]=[CH:11][NH:10][C:9]=2[C:13]([O:15]CC)=[O:14])=[CH:4][CH:3]=1.[OH-].[Na+].OS([O-])(=O)=O.[K+]. Product: [Cl:1][C:2]1[CH:7]=[CH:6][C:5]([C:8]2[CH:12]=[CH:11][NH:10][C:9]=2[C:13]([OH:15])=[O:14])=[CH:4][CH:3]=1. The catalyst class is: 16.